The task is: Predict the reactants needed to synthesize the given product.. This data is from Full USPTO retrosynthesis dataset with 1.9M reactions from patents (1976-2016). Given the product [F:1][C:2]([CH3:9])([CH3:8])[C:3]([O:7][CH3:10])=[CH:4][C:5]#[N:6], predict the reactants needed to synthesize it. The reactants are: [F:1][C:2]([CH3:9])([CH3:8])[C:3](=[O:7])[CH2:4][C:5]#[N:6].[CH3:10][Si](C=[N+]=[N-])(C)C.